From a dataset of Full USPTO retrosynthesis dataset with 1.9M reactions from patents (1976-2016). Predict the reactants needed to synthesize the given product. Given the product [CH3:25][S:26]([O:17][CH2:16][C:12]1[CH:13]=[CH:14][CH:15]=[C:10]([CH2:9][O:8][Si:1]([C:4]([CH3:7])([CH3:6])[CH3:5])([CH3:3])[CH3:2])[CH:11]=1)(=[O:28])=[O:27], predict the reactants needed to synthesize it. The reactants are: [Si:1]([O:8][CH2:9][C:10]1[CH:11]=[C:12]([CH2:16][OH:17])[CH:13]=[CH:14][CH:15]=1)([C:4]([CH3:7])([CH3:6])[CH3:5])([CH3:3])[CH3:2].C(N(CC)CC)C.[CH3:25][S:26](Cl)(=[O:28])=[O:27].